From a dataset of Experimentally validated miRNA-target interactions with 360,000+ pairs, plus equal number of negative samples. Binary Classification. Given a miRNA mature sequence and a target amino acid sequence, predict their likelihood of interaction. (1) The miRNA is hsa-miR-6734-3p with sequence CCCUUCCCUCACUCUUCUCUCAG. The protein sequence of the target gene is MKFLLLSTFIFLYSSLALARDKHYFIGITEAVWDYASGTEEKKLISVDTEQSNFYLQNGPDRIGRKYKKALYFEYTDGTFSKTIDKPAWLGFLGPVIKAEVEDKVYVHLKNLASRIYTFHAHGVTYTKEYEGAVYPDNTTDFQRADDKVLPGQQYVYVLHANEPSPGEGDSNCVTRIYHSHVDAPKDIASGLIGPLILCKKGSLYKEKEKNIDQEFVLMFSVVDENLSWYLEDNIKTFCSEPEKVDKDNEDFQESNRMYSINGYTFGSLPGLSMCAADRVKWYLFGMGNEVDVHSAFFHG.... Result: 0 (no interaction). (2) The miRNA is hsa-miR-370-3p with sequence GCCUGCUGGGGUGGAACCUGGU. The protein sequence of the target gene is MAAPEPARAAPPPPPPPPPPLGADRVVKAVPFPPTHRLTSEEVFDMDGIPRVDVLKNHLVKEGRVDEEIALRIINEGAAILRREKTMIEVEAPITVCGDIHGQFFDLMKLFEVGGSPANTRYLFLGDYVDRGYFSIECVLYLWVLKILYPSTLFLLRGNHECRHLTEYFTFKQECKIKYSERVYEACMEAFDSLPLAALLNQQFLCVHGGLSPEIHTLDDIRRLDRFKEPPAFGPMCDLLWSDPSEDFGNEKSQEHFSHNTVRGCSYFYNYPAVCEFLQNNNLLSIIRAHEAQDAGYRMY.... Result: 0 (no interaction).